Dataset: Peptide-MHC class I binding affinity with 185,985 pairs from IEDB/IMGT. Task: Regression. Given a peptide amino acid sequence and an MHC pseudo amino acid sequence, predict their binding affinity value. This is MHC class I binding data. (1) The peptide sequence is RAMRMVYYL. The MHC is HLA-C05:01 with pseudo-sequence HLA-C05:01. The binding affinity (normalized) is 0.554. (2) The peptide sequence is RPAFPAGTF. The MHC is HLA-B08:02 with pseudo-sequence HLA-B08:02. The binding affinity (normalized) is 0.0847. (3) The peptide sequence is WMIKPLGRW. The MHC is HLA-B58:01 with pseudo-sequence HLA-B58:01. The binding affinity (normalized) is 0.553. (4) The peptide sequence is SPGAHQKRPI. The MHC is HLA-B07:02 with pseudo-sequence HLA-B07:02. The binding affinity (normalized) is 0.604. (5) The MHC is HLA-A26:02 with pseudo-sequence HLA-A26:02. The binding affinity (normalized) is 0.872. The peptide sequence is HTAAPWGSY. (6) The MHC is Mamu-B52 with pseudo-sequence Mamu-B52. The peptide sequence is FQWMGYELW. The binding affinity (normalized) is 0.822. (7) The peptide sequence is HSNSEYLMF. The MHC is HLA-B58:01 with pseudo-sequence HLA-B58:01. The binding affinity (normalized) is 0.837. (8) The peptide sequence is ETLFGSYIT. The binding affinity (normalized) is 0.277. The MHC is HLA-A02:02 with pseudo-sequence HLA-A02:02. (9) The peptide sequence is IFLIITKVF. The MHC is HLA-B15:09 with pseudo-sequence HLA-B15:09. The binding affinity (normalized) is 0.0847.